The task is: Regression. Given a peptide amino acid sequence and an MHC pseudo amino acid sequence, predict their binding affinity value. This is MHC class II binding data.. This data is from Peptide-MHC class II binding affinity with 134,281 pairs from IEDB. (1) The peptide sequence is GAFLVRNGKKLIPSW. The MHC is HLA-DQA10201-DQB10402 with pseudo-sequence HLA-DQA10201-DQB10402. The binding affinity (normalized) is 0.504. (2) The peptide sequence is GDLSCSYDHSKWGPT. The MHC is DRB1_0101 with pseudo-sequence DRB1_0101. The binding affinity (normalized) is 0.318.